From a dataset of Reaction yield outcomes from USPTO patents with 853,638 reactions. Predict the reaction yield, written as a fraction of the theoretical maximum amount of product (1.0 means a 100% yield; for example, 0.34 means a 34% yield). (1) The reactants are FC(F)(F)S(O[C:7]1[CH2:11][C@@H:10]([CH2:12][O:13][Si:14]([C:17]([CH3:20])([CH3:19])[CH3:18])([CH3:16])[CH3:15])[N:9]([C:21](=[O:44])[C:22]2[CH:27]=[C:26]([O:28][CH3:29])[C:25]([O:30][Si:31]([CH:38]([CH3:40])[CH3:39])([CH:35]([CH3:37])[CH3:36])[CH:32]([CH3:34])[CH3:33])=[CH:24][C:23]=2[N+:41]([O-:43])=[O:42])[CH:8]=1)(=O)=O.[CH:47](/B(O)O)=[CH:48]\[CH3:49].P([O-])([O-])([O-])=O.[K+].[K+].[K+].C(OCC)(=O)C. The catalyst is O1CCOCC1.C1C=CC([P]([Pd]([P](C2C=CC=CC=2)(C2C=CC=CC=2)C2C=CC=CC=2)([P](C2C=CC=CC=2)(C2C=CC=CC=2)C2C=CC=CC=2)[P](C2C=CC=CC=2)(C2C=CC=CC=2)C2C=CC=CC=2)(C2C=CC=CC=2)C2C=CC=CC=2)=CC=1.O. The product is [Si:14]([O:13][CH2:12][C@@H:10]1[CH2:11][C:7](/[CH:47]=[CH:48]/[CH3:49])=[CH:8][N:9]1[C:21]([C:22]1[CH:27]=[C:26]([O:28][CH3:29])[C:25]([O:30][Si:31]([CH:32]([CH3:34])[CH3:33])([CH:38]([CH3:39])[CH3:40])[CH:35]([CH3:36])[CH3:37])=[CH:24][C:23]=1[N+:41]([O-:43])=[O:42])=[O:44])([C:17]([CH3:18])([CH3:19])[CH3:20])([CH3:16])[CH3:15]. The yield is 0.700. (2) The reactants are [CH3:1][C:2]1[CH:7]=[CH:6][N:5]=[CH:4][C:3]=1[N:8]1[CH2:12][CH2:11][NH:10][C:9]1=[O:13].Br[C:15]1[CH:20]=[CH:19][N:18]=[C:17]([C:21]([F:24])([F:23])[F:22])[CH:16]=1.N[C@@H]1CCCC[C@H]1N.P([O-])([O-])([O-])=O.[K+].[K+].[K+]. The catalyst is [Cu](I)I.O1CCOCC1. The product is [CH3:1][C:2]1[CH:7]=[CH:6][N:5]=[CH:4][C:3]=1[N:8]1[CH2:12][CH2:11][N:10]([C:15]2[CH:20]=[CH:19][N:18]=[C:17]([C:21]([F:24])([F:23])[F:22])[CH:16]=2)[C:9]1=[O:13]. The yield is 0.735. (3) The reactants are O[C:2]1[CH:7]=[CH:6][CH:5]=[CH:4][N:3]=1.[H-].[Na+].CN(C=[O:14])C.[Cl:15][C:16]1[N:24]=[C:23]2[C:19]([NH:20][CH:21]=[N:22]2)=[C:18](Cl)[N:17]=1. The catalyst is O. The product is [Cl:15][C:16]1[N:24]=[C:23]2[C:19]([NH:20][CH:21]=[N:22]2)=[C:18]([N:3]2[CH:4]=[CH:5][C:6](=[O:14])[CH:7]=[CH:2]2)[N:17]=1. The yield is 0.750. (4) The reactants are CN.[CH2:3]([N:5](CC)CC)C.[I:10][C:11]1[CH:19]=[CH:18][C:14]([C:15](Cl)=[O:16])=[CH:13][C:12]=1[O:20][CH3:21].O. The catalyst is ClCCl. The product is [I:10][C:11]1[CH:19]=[CH:18][C:14]([C:15]([NH:5][CH3:3])=[O:16])=[CH:13][C:12]=1[O:20][CH3:21]. The yield is 0.460. (5) The reactants are [C:1]([C:5]1[CH:9]=[C:8]([NH:10][C:11](=[O:43])[NH:12][C:13]2[CH:14]=[C:15]([CH:40]=[CH:41][CH:42]=2)[O:16][C:17]2[C:26]3[C:21](=[CH:22][C:23]([O:29][CH2:30][CH:31]4[CH2:36][CH2:35][N:34](C([O-])=O)[CH2:33][CH2:32]4)=[C:24]([O:27][CH3:28])[CH:25]=3)[N:20]=[CH:19][N:18]=2)[O:7][N:6]=1)([CH3:4])([CH3:3])[CH3:2].Cl. The catalyst is ClCCl. The product is [C:1]([C:5]1[CH:9]=[C:8]([NH:10][C:11]([NH:12][C:13]2[CH:42]=[CH:41][CH:40]=[C:15]([O:16][C:17]3[C:26]4[C:21](=[CH:22][C:23]([O:29][CH2:30][CH:31]5[CH2:36][CH2:35][NH:34][CH2:33][CH2:32]5)=[C:24]([O:27][CH3:28])[CH:25]=4)[N:20]=[CH:19][N:18]=3)[CH:14]=2)=[O:43])[O:7][N:6]=1)([CH3:4])([CH3:2])[CH3:3]. The yield is 0.690. (6) The reactants are [NH2:1][C:2]1[C:3]2[N:4]([C:8]([C@@H:25]3[CH2:29][CH2:28][CH2:27][NH:26]3)=[N:9][C:10]=2[C:11]2[CH:24]=[CH:23][C:14]([C:15]([NH:17][C:18]3[S:19][CH:20]=[CH:21][N:22]=3)=[O:16])=[CH:13][CH:12]=2)[CH:5]=[CH:6][N:7]=1.[CH3:30][N:31]([CH3:38])[CH2:32]/[CH:33]=[CH:34]/[C:35](O)=[O:36]. No catalyst specified. The product is [NH2:1][C:2]1[C:3]2[N:4]([C:8]([C@@H:25]3[CH2:29][CH2:28][CH2:27][N:26]3[C:35](=[O:36])/[CH:34]=[CH:33]/[CH2:32][N:31]([CH3:38])[CH3:30])=[N:9][C:10]=2[C:11]2[CH:12]=[CH:13][C:14]([C:15]([NH:17][C:18]3[S:19][CH:20]=[CH:21][N:22]=3)=[O:16])=[CH:23][CH:24]=2)[CH:5]=[CH:6][N:7]=1. The yield is 0.297.